From a dataset of Full USPTO retrosynthesis dataset with 1.9M reactions from patents (1976-2016). Predict the reactants needed to synthesize the given product. Given the product [Cl:13][C:7]1[CH:8]=[C:9]([Cl:12])[C:10]([OH:11])=[C:2]2[C:3]=1[C:4](=[O:5])[NH:6][CH:14]=[N:1]2, predict the reactants needed to synthesize it. The reactants are: [NH2:1][C:2]1[C:10]([OH:11])=[C:9]([Cl:12])[CH:8]=[C:7]([Cl:13])[C:3]=1[C:4]([NH2:6])=[O:5].[CH:14]1N=CN(C(N2C=NC=C2)=O)C=1.